From a dataset of Forward reaction prediction with 1.9M reactions from USPTO patents (1976-2016). Predict the product of the given reaction. (1) Given the reactants [Cl-].[Li+].C([Mg]Cl)(C)C.I[C:9]1[CH:19]=[CH:18][C:12]([C:13]([O:15][CH2:16][CH3:17])=[O:14])=[CH:11][CH:10]=1.[CH:20](=[O:24])[CH2:21][CH2:22][CH3:23], predict the reaction product. The product is: [OH:24][CH:20]([C:9]1[CH:19]=[CH:18][C:12]([C:13]([O:15][CH2:16][CH3:17])=[O:14])=[CH:11][CH:10]=1)[CH2:21][CH2:22][CH3:23]. (2) The product is: [N:15]1[N:16]2[CH:21]=[CH:20][CH:19]=[N:18][C:17]2=[N:22][C:14]=1[N:1]1[CH2:6][CH2:5][CH:4]([C@H:7]2[CH2:9][C@H:8]2[CH2:10][CH2:11][OH:12])[CH2:3][CH2:2]1. Given the reactants [NH:1]1[CH2:6][CH2:5][CH:4]([C@H:7]2[CH2:9][C@H:8]2[CH2:10][CH2:11][OH:12])[CH2:3][CH2:2]1.Br[C:14]1[N:22]=[C:17]2[N:18]=[CH:19][CH:20]=[CH:21][N:16]2[N:15]=1.CCN(C(C)C)C(C)C, predict the reaction product. (3) Given the reactants [Br:1][C:2]1[CH:7]=[CH:6][C:5]([OH:8])=[CH:4][C:3]=1[F:9].C(=O)([O-])[O-].[K+].[K+].Br[CH2:17][CH2:18][CH2:19][C:20]([O:22][CH2:23][CH3:24])=[O:21], predict the reaction product. The product is: [Br:1][C:2]1[CH:7]=[CH:6][C:5]([O:8][CH2:17][CH2:18][CH2:19][C:20]([O:22][CH2:23][CH3:24])=[O:21])=[CH:4][C:3]=1[F:9]. (4) Given the reactants [Br:1][C:2]1[N:7]=[C:6]([NH:8][C:9]([NH:11]C(=O)C2C=CC=CC=2)=[S:10])[CH:5]=[CH:4][CH:3]=1.CC(C)=O.[OH-].[Na+], predict the reaction product. The product is: [Br:1][C:2]1[N:7]=[C:6]([NH:8][C:9]([NH2:11])=[S:10])[CH:5]=[CH:4][CH:3]=1. (5) Given the reactants [O:1]=[C:2]1[C@@H:10]2[C@@:5]([CH:13]=[CH2:14])([CH2:6][CH2:7][CH2:8][C@H:9]2[C:11]#[N:12])[CH2:4][CH2:3]1.[CH3:15][C:16]([CH3:21])([CH2:19]O)[CH2:17][OH:18].C1(C)C=CC(S(O)(=O)=O)=CC=1, predict the reaction product. The product is: [CH3:15][C:16]1([CH3:21])[CH2:17][O:18][C:2]2([C@@H:10]3[C@@:5]([CH:13]=[CH2:14])([CH2:6][CH2:7][CH2:8][C@H:9]3[C:11]#[N:12])[CH2:4][CH2:3]2)[O:1][CH2:19]1. (6) Given the reactants [CH2:1]([SH:3])[CH3:2].[CH2:4]([S:6]([C:9]1[CH:10]=[C:11]([C:15]2[C:20]3[C:21]4[CH:27]=[C:26]([CH3:28])[CH:25]=[N:24][C:22]=4[NH:23][C:19]=3[C:18](NCCCN(C)C)=[N:17][CH:16]=2)[CH:12]=[CH:13][CH:14]=1)(=[O:8])=[O:7])[CH3:5], predict the reaction product. The product is: [CH2:4]([S:6]([C:9]1[CH:10]=[C:11]([C:15]2[C:20]3[C:21]4[CH:27]=[C:26]([CH3:28])[CH:25]=[N:24][C:22]=4[NH:23][C:19]=3[C:18]([CH2:2][CH2:1][SH:3])=[N:17][CH:16]=2)[CH:12]=[CH:13][CH:14]=1)(=[O:8])=[O:7])[CH3:5].